Dataset: Reaction yield outcomes from USPTO patents with 853,638 reactions. Task: Predict the reaction yield, written as a fraction of the theoretical maximum amount of product (1.0 means a 100% yield; for example, 0.34 means a 34% yield). The reactants are [NH2:1][C:2]1[CH:7]=[C:6]([O:8][CH3:9])[N:5]=[C:4]([O:10][CH3:11])[CH:3]=1.C([Li])CCC.[CH3:17][O:18][C:19]1[CH:20]=[C:21]([C:27]2[C:39](=[O:40])[N:38]([CH2:41][CH3:42])[C:30]3[N:31]=[C:32](S(C)=O)[N:33]=[CH:34][C:29]=3[CH:28]=2)[CH:22]=[C:23]([O:25][CH3:26])[CH:24]=1.C(OCC)(=O)C.O. The catalyst is C1COCC1. The product is [CH3:26][O:25][C:23]1[CH:22]=[C:21]([C:27]2[C:39](=[O:40])[N:38]([CH2:41][CH3:42])[C:30]3[N:31]=[C:32]([NH:1][C:2]4[CH:7]=[C:6]([O:8][CH3:9])[N:5]=[C:4]([O:10][CH3:11])[CH:3]=4)[N:33]=[CH:34][C:29]=3[CH:28]=2)[CH:20]=[C:19]([O:18][CH3:17])[CH:24]=1. The yield is 0.510.